Dataset: Reaction yield outcomes from USPTO patents with 853,638 reactions. Task: Predict the reaction yield, written as a fraction of the theoretical maximum amount of product (1.0 means a 100% yield; for example, 0.34 means a 34% yield). (1) The reactants are Cl.[NH2:2][CH2:3][C:4]([O:6][CH2:7][CH3:8])=[O:5].[CH3:9][C:10]([CH3:12])=O.C(O[BH-](OC(=O)C)OC(=O)C)(=O)C.[Na+].[OH-].[Na+]. The catalyst is C1COCC1.C(OCC)(=O)C.O.C(O)(=O)C. The product is [CH:10]([NH:2][CH2:3][C:4]([O:6][CH2:7][CH3:8])=[O:5])([CH3:12])[CH3:9]. The yield is 0.850. (2) The reactants are [Cl:1][CH2:2][C:3]([O:5][C@H:6]1[C@@H:18]([CH2:19][O:20][CH2:21][C:22]2[CH:27]=[CH:26][CH:25]=[CH:24][CH:23]=2)[O:17][C@@H:9](SC2C=CC=CC=2)[C@H:8]([O:28][CH2:29][C:30]2[CH:35]=[CH:34][CH:33]=[CH:32][CH:31]=2)[C@H:7]1[O:36][CH2:37][C:38]1[CH:43]=[CH:42][CH:41]=[CH:40][CH:39]=1)=[O:4].CCN(S(F)(F)[F:50])CC.C1C(=O)N(Br)C(=O)C1. The catalyst is C(Cl)Cl. The product is [Cl:1][CH2:2][C:3]([O:5][C@H:6]1[C@@H:18]([CH2:19][O:20][CH2:21][C:22]2[CH:27]=[CH:26][CH:25]=[CH:24][CH:23]=2)[O:17][C@@H:9]([F:50])[C@H:8]([O:28][CH2:29][C:30]2[CH:35]=[CH:34][CH:33]=[CH:32][CH:31]=2)[C@H:7]1[O:36][CH2:37][C:38]1[CH:43]=[CH:42][CH:41]=[CH:40][CH:39]=1)=[O:4]. The yield is 0.940. (3) The reactants are [OH:1][C:2]1[C:9]([CH3:10])=[CH:8][C:5]([C:6]#[N:7])=[CH:4][C:3]=1[CH3:11].[H-].[Na+].[CH2:14](Br)[C:15]1[CH:20]=[CH:19][CH:18]=[CH:17][CH:16]=1. The catalyst is CN(C=O)C. The product is [CH2:14]([O:1][C:2]1[C:3]([CH3:11])=[CH:4][C:5]([C:6]#[N:7])=[CH:8][C:9]=1[CH3:10])[C:15]1[CH:20]=[CH:19][CH:18]=[CH:17][CH:16]=1. The yield is 1.00. (4) The reactants are [CH:1]1([CH2:4][NH:5][N:6]2[C:15]3[C:10](=[CH:11][CH:12]=[CH:13][CH:14]=3)[C:9]([OH:16])=[C:8]([C:17]3[NH:22][C:21]4[S:23][CH:24]=[C:25]([CH2:26]OCOC)[C:20]=4[S:19](=[O:32])(=[O:31])[N:18]=3)[C:7]2=[O:33])[CH2:3][CH2:2]1.Cl.N12CCCN=C1CCCCC2.C1(P([N:60]=[N+:61]=[N-:62])(C2C=CC=CC=2)=O)C=CC=CC=1. The catalyst is O1CCOCC1. The product is [N:60]([CH2:26][C:25]1[C:20]2[S:19](=[O:31])(=[O:32])[N:18]=[C:17]([C:8]3[C:7](=[O:33])[N:6]([NH:5][CH2:4][CH:1]4[CH2:3][CH2:2]4)[C:15]4[C:10]([C:9]=3[OH:16])=[CH:11][CH:12]=[CH:13][CH:14]=4)[NH:22][C:21]=2[S:23][CH:24]=1)=[N+:61]=[N-:62]. The yield is 0.790. (5) The reactants are [CH3:1][C:2]1([CH3:16])[C:6]([CH3:8])([CH3:7])[O:5][B:4]([C:9]2[CH:14]=[CH:13][C:12]([OH:15])=[CH:11][CH:10]=2)[O:3]1.[H-].[Na+].Cl[CH2:20][CH2:21][N:22]([CH3:24])[CH3:23]. The catalyst is CN(C=O)C. The product is [CH3:23][N:22]([CH3:24])[CH2:21][CH2:20][O:15][C:12]1[CH:13]=[CH:14][C:9]([B:4]2[O:3][C:2]([CH3:16])([CH3:1])[C:6]([CH3:7])([CH3:8])[O:5]2)=[CH:10][CH:11]=1. The yield is 0.290. (6) The reactants are Br[C:2]1[CH:9]=[CH:8][C:5]([C:6]#[N:7])=[CH:4][CH:3]=1.[CH:10]([Mg]Cl)([CH3:12])[CH3:11].[Li+].[Cl-].C(=O)C1C=CC=CC=1. The catalyst is C1COCC1. The product is [CH2:12]([C:2]1[CH:9]=[CH:8][C:5]([C:6]#[N:7])=[CH:4][CH:3]=1)[CH:10]=[CH2:11]. The yield is 0.810. (7) The reactants are [CH3:1][C:2]1[C:7]([O:8][C:9]2[CH:14]=[CH:13][N:12]=[C:11]([NH2:15])[CH:10]=2)=[CH:6][CH:5]=[CH:4][N:3]=1.[Br:16]Br.C([O-])(=O)C.[NH4+]. The catalyst is C(O)(=O)C. The product is [Br:16][C:14]1[C:9]([O:8][C:7]2[C:2]([CH3:1])=[N:3][CH:4]=[CH:5][CH:6]=2)=[CH:10][C:11]([NH2:15])=[N:12][CH:13]=1. The yield is 0.980. (8) The reactants are [C:1]([O:4][CH2:5][C:6]1[C:7]([N:31]2[CH2:43][CH2:42][N:34]3[C:35]4[CH2:36][CH2:37][CH2:38][CH2:39][C:40]=4[CH:41]=[C:33]3[C:32]2=[O:44])=[N:8][CH:9]=[CH:10][C:11]=1[C:12]1[CH:17]=[C:16]([NH:18][C:19]2[CH:28]=[C:22]3[CH2:23][N:24]([CH3:27])[CH2:25][CH2:26][N:21]3[N:20]=2)[C:15](=[O:29])[N:14]([CH3:30])[CH:13]=1)(=[O:3])[CH3:2].[C:45]([O:48][CH2:49]C1C(N2CCN3C4CCCCC=4C=C3C2=O)=NC=CC=1B1OC(C)(C)C(C)(C)O1)(=O)C.BrC1C=C(NC2C=C3CN(C4COC4)CCN3N=2)C(=O)N(C)C=1. No catalyst specified. The yield is 0.600. The product is [C:1]([O:4][CH2:5][C:6]1[C:7]([N:31]2[CH2:43][CH2:42][N:34]3[C:35]4[CH2:36][CH2:37][CH2:38][CH2:39][C:40]=4[CH:41]=[C:33]3[C:32]2=[O:44])=[N:8][CH:9]=[CH:10][C:11]=1[C:12]1[CH:17]=[C:16]([NH:18][C:19]2[CH:28]=[C:22]3[CH2:23][N:24]([CH:27]4[CH2:49][O:48][CH2:45]4)[CH2:25][CH2:26][N:21]3[N:20]=2)[C:15](=[O:29])[N:14]([CH3:30])[CH:13]=1)(=[O:3])[CH3:2]. (9) The reactants are Cl[C:2]1[C:3]2[CH:13]=[CH:12][C:11](=[O:14])[N:10]([C:15]3[C:20]([F:21])=[CH:19][CH:18]=[CH:17][C:16]=3[F:22])[C:4]=2[N:5]=[C:6]([S:8][CH3:9])[N:7]=1.[CH3:23][C:24]1[CH:32]=[CH:31][C:27]([C:28]([OH:30])=[O:29])=[CH:26][C:25]=1B1OC(C)(C)C(C)(C)O1.C([O-])([O-])=O.[K+].[K+]. The catalyst is COCCOC.O.C1C=CC([P]([Pd]([P](C2C=CC=CC=2)(C2C=CC=CC=2)C2C=CC=CC=2)([P](C2C=CC=CC=2)(C2C=CC=CC=2)C2C=CC=CC=2)[P](C2C=CC=CC=2)(C2C=CC=CC=2)C2C=CC=CC=2)(C2C=CC=CC=2)C2C=CC=CC=2)=CC=1. The product is [F:22][C:16]1[CH:17]=[CH:18][CH:19]=[C:20]([F:21])[C:15]=1[N:10]1[C:4]2[N:5]=[C:6]([S:8][CH3:9])[N:7]=[C:2]([C:25]3[CH:26]=[C:27]([CH:31]=[CH:32][C:24]=3[CH3:23])[C:28]([OH:30])=[O:29])[C:3]=2[CH:13]=[CH:12][C:11]1=[O:14]. The yield is 0.980.